Dataset: Rat liver microsome stability data. Task: Regression/Classification. Given a drug SMILES string, predict its absorption, distribution, metabolism, or excretion properties. Task type varies by dataset: regression for continuous measurements (e.g., permeability, clearance, half-life) or binary classification for categorical outcomes (e.g., BBB penetration, CYP inhibition). Dataset: rlm. (1) The compound is Cc1ccc(NC(=O)CSc2ncc(S(=O)(=O)c3ccc(C(C)C)cc3)c(O)n2)cc1C. The result is 1 (stable in rat liver microsomes). (2) The molecule is Oc1ccc(CNc2ccccc2C(F)(F)F)c2cccnc12. The result is 1 (stable in rat liver microsomes). (3) The drug is CC(C)n1nnc2c(N3CCOCC3)nc(-c3ccc(NC(=O)Nc4ccc(N(C)C)cc4)cc3)nc21. The result is 1 (stable in rat liver microsomes). (4) The compound is CCc1cc(-c2ccc(C(F)(F)F)o2)n(-c2ccc3c(c2)nc(-c2cc(C(=O)N4CCCC4)ccc2O)n3Cc2cnc(O)c(C)c2)n1. The result is 1 (stable in rat liver microsomes).